This data is from NCI-60 drug combinations with 297,098 pairs across 59 cell lines. The task is: Regression. Given two drug SMILES strings and cell line genomic features, predict the synergy score measuring deviation from expected non-interaction effect. (1) Drug 1: C1CCC(C1)C(CC#N)N2C=C(C=N2)C3=C4C=CNC4=NC=N3. Drug 2: COC1=C2C(=CC3=C1OC=C3)C=CC(=O)O2. Cell line: K-562. Synergy scores: CSS=12.3, Synergy_ZIP=0.947, Synergy_Bliss=2.00, Synergy_Loewe=-6.71, Synergy_HSA=-1.79. (2) Drug 1: C1CN1C2=NC(=NC(=N2)N3CC3)N4CC4. Drug 2: C1CN(CCN1C(=O)CCBr)C(=O)CCBr. Cell line: RXF 393. Synergy scores: CSS=7.58, Synergy_ZIP=-2.32, Synergy_Bliss=1.84, Synergy_Loewe=-4.35, Synergy_HSA=-0.538. (3) Drug 1: C1CN1C2=NC(=NC(=N2)N3CC3)N4CC4. Drug 2: CC(C)CN1C=NC2=C1C3=CC=CC=C3N=C2N. Cell line: SN12C. Synergy scores: CSS=48.2, Synergy_ZIP=-1.04, Synergy_Bliss=-2.26, Synergy_Loewe=-1.59, Synergy_HSA=-1.16. (4) Drug 1: C1C(C(OC1N2C=NC3=C(N=C(N=C32)Cl)N)CO)O. Drug 2: CC1C(C(CC(O1)OC2CC(OC(C2O)C)OC3=CC4=CC5=C(C(=O)C(C(C5)C(C(=O)C(C(C)O)O)OC)OC6CC(C(C(O6)C)O)OC7CC(C(C(O7)C)O)OC8CC(C(C(O8)C)O)(C)O)C(=C4C(=C3C)O)O)O)O. Cell line: NCIH23. Synergy scores: CSS=40.4, Synergy_ZIP=-1.68, Synergy_Bliss=-2.59, Synergy_Loewe=-10.6, Synergy_HSA=-3.08. (5) Drug 1: C1=NC2=C(N1)C(=S)N=C(N2)N. Drug 2: C1CNP(=O)(OC1)N(CCCl)CCCl. Cell line: MOLT-4. Synergy scores: CSS=45.9, Synergy_ZIP=5.17, Synergy_Bliss=1.49, Synergy_Loewe=-36.3, Synergy_HSA=0.949. (6) Drug 1: C#CCC(CC1=CN=C2C(=N1)C(=NC(=N2)N)N)C3=CC=C(C=C3)C(=O)NC(CCC(=O)O)C(=O)O. Drug 2: C(CN)CNCCSP(=O)(O)O. Cell line: TK-10. Synergy scores: CSS=-1.48, Synergy_ZIP=3.01, Synergy_Bliss=3.15, Synergy_Loewe=-0.0586, Synergy_HSA=-1.97.